From a dataset of Full USPTO retrosynthesis dataset with 1.9M reactions from patents (1976-2016). Predict the reactants needed to synthesize the given product. (1) Given the product [NH2:1][C:4]1[CH:5]=[CH:6][C:7]([CH3:23])=[C:8]([NH:10][C:11]2[N:16]=[C:15]([C:17]3[CH:18]=[N:19][CH:20]=[CH:21][CH:22]=3)[CH:14]=[CH:13][N:12]=2)[CH:9]=1, predict the reactants needed to synthesize it. The reactants are: [N+:1]([C:4]1[CH:5]=[CH:6][C:7]([CH3:23])=[C:8]([NH:10][C:11]2[N:16]=[C:15]([C:17]3[CH:18]=[N:19][CH:20]=[CH:21][CH:22]=3)[CH:14]=[CH:13][N:12]=2)[CH:9]=1)([O-])=O.NC1C=CC(C)=C(NC2C=C(C3C=NC=CC=3)C=CN=2)C=1.NN. (2) Given the product [ClH:5].[Cl:5][C:6]1[C:7]([CH3:13])=[C:8]([NH:12][NH2:1])[CH:9]=[CH:10][CH:11]=1, predict the reactants needed to synthesize it. The reactants are: [N:1]([O-])=O.[Na+].[Cl:5][C:6]1[C:7]([CH3:13])=[C:8]([NH2:12])[CH:9]=[CH:10][CH:11]=1.[Sn](Cl)Cl. (3) Given the product [Cl:58][C:59]1[CH:64]=[CH:63][C:62]([NH:65][CH:66]2[CH2:71][CH2:70][N:69]([C:19](=[O:20])[CH2:18][CH2:17][CH2:16][N:13]3[CH2:14][CH2:15][N:10]([C:7]4[CH:8]=[CH:9][C:4]([C:3]([F:2])([F:22])[F:23])=[CH:5][CH:6]=4)[CH2:11][CH2:12]3)[CH2:68][CH2:67]2)=[CH:61][C:60]=1[S:72][C:73]([F:76])([F:74])[F:75], predict the reactants needed to synthesize it. The reactants are: [Li+].[F:2][C:3]([F:23])([F:22])[C:4]1[CH:9]=[CH:8][C:7]([N:10]2[CH2:15][CH2:14][N:13]([CH2:16][CH2:17][CH2:18][C:19]([O-])=[O:20])[CH2:12][CH2:11]2)=[CH:6][CH:5]=1.C(N(C(C)C)CC)(C)C.F[P-](F)(F)(F)(F)F.CN(C)C(ON1C2C=CC=CC=2N=N1)=[N+](C)C.Cl.[Cl:58][C:59]1[CH:64]=[CH:63][C:62]([NH:65][CH:66]2[CH2:71][CH2:70][NH:69][CH2:68][CH2:67]2)=[CH:61][C:60]=1[S:72][C:73]([F:76])([F:75])[F:74]. (4) Given the product [Br:3][C:4]1[CH:5]=[C:6]([C:14]([OH:16])=[O:15])[C:7]2[CH:8]=[N:9][N:10]([CH3:13])[C:11]=2[CH:12]=1, predict the reactants needed to synthesize it. The reactants are: [OH-].[Li+].[Br:3][C:4]1[CH:5]=[C:6]([C:14]([O:16]C)=[O:15])[C:7]2[CH:8]=[N:9][N:10]([CH3:13])[C:11]=2[CH:12]=1.Cl. (5) Given the product [NH2:27][CH2:26][CH2:25][CH2:24][O:23][C:6]1[CH:7]=[CH:8][C:9]2[C:10]3[N:14]([NH:15][CH:16]([CH3:17])[CH3:18])[C:13]([CH2:19][O:20][CH2:21][CH3:22])=[N:12][C:11]=3[C:2]([NH2:1])=[N:3][C:4]=2[CH:5]=1, predict the reactants needed to synthesize it. The reactants are: [NH2:1][C:2]1[C:11]2[N:12]=[C:13]([CH2:19][O:20][CH2:21][CH3:22])[N:14]([NH:15][CH:16]([CH3:18])[CH3:17])[C:10]=2[C:9]2[CH:8]=[CH:7][C:6]([O:23][CH2:24][CH2:25][CH2:26][NH:27]C(=O)OC(C)(C)C)=[CH:5][C:4]=2[N:3]=1.Cl.[OH-].[Na+]. (6) Given the product [CH3:1][NH:2][C:3]([C:5]1[CH:10]=[C:9]([O:11][C:12]2[CH:17]=[CH:16][C:15]([CH2:18][NH2:19])=[CH:14][C:13]=2[CH3:20])[CH:8]=[CH:7][N:6]=1)=[O:4], predict the reactants needed to synthesize it. The reactants are: [CH3:1][NH:2][C:3]([C:5]1[CH:10]=[C:9]([O:11][C:12]2[CH:17]=[CH:16][C:15]([C:18]#[N:19])=[CH:14][C:13]=2[CH3:20])[CH:8]=[CH:7][N:6]=1)=[O:4]. (7) Given the product [CH3:1][S:2]([C:3]1[CH:4]=[CH:5][C:6]([C:9]2[N:10]=[C:11]([NH:14][C:15](=[O:17])[CH3:16])[S:12][CH:13]=2)=[CH:7][CH:8]=1)=[O:23], predict the reactants needed to synthesize it. The reactants are: [CH3:1][S:2][C:3]1[CH:8]=[CH:7][C:6]([C:9]2[N:10]=[C:11]([NH:14][C:15](=[O:17])[CH3:16])[S:12][CH:13]=2)=[CH:5][CH:4]=1.ClC1C=C(C=CC=1)C(OO)=[O:23]. (8) Given the product [CH:1]([N:14]1[C:22]2[C:17](=[CH:18][C:19]([Cl:23])=[CH:20][CH:21]=2)[C:16]([CH2:24][CH2:25][O:26][C:27]2[CH:35]=[CH:34][C:30]([C:31]([OH:33])=[O:32])=[CH:29][CH:28]=2)=[C:15]1[CH2:36][CH2:37][NH:38][S:52]([CH:49]1[CH2:51][CH2:50]1)(=[O:54])=[O:53])([C:2]1[CH:3]=[CH:4][CH:5]=[CH:6][CH:7]=1)[C:8]1[CH:9]=[CH:10][CH:11]=[CH:12][CH:13]=1, predict the reactants needed to synthesize it. The reactants are: [CH:1]([N:14]1[C:22]2[C:17](=[CH:18][C:19]([Cl:23])=[CH:20][CH:21]=2)[C:16]([CH2:24][CH2:25][O:26][C:27]2[CH:35]=[CH:34][C:30]([C:31]([OH:33])=[O:32])=[CH:29][CH:28]=2)=[C:15]1[CH2:36][CH2:37][NH:38]S(CC1C=CC=CC=1)(=O)=O)([C:8]1[CH:13]=[CH:12][CH:11]=[CH:10][CH:9]=1)[C:2]1[CH:7]=[CH:6][CH:5]=[CH:4][CH:3]=1.[CH:49]1([S:52](Cl)(=[O:54])=[O:53])[CH2:51][CH2:50]1. (9) Given the product [CH:1]([C@H:4]1[CH2:8][O:7][C:6](=[O:9])[N:5]1[C:10]1[CH:15]=[CH:14][N:13]=[C:12]([NH:16][C@@H:17]([CH3:22])[C:18]([NH:24][NH2:25])=[O:19])[N:11]=1)([CH3:3])[CH3:2], predict the reactants needed to synthesize it. The reactants are: [CH:1]([C@H:4]1[CH2:8][O:7][C:6](=[O:9])[N:5]1[C:10]1[CH:15]=[CH:14][N:13]=[C:12]([NH:16][C@@H:17]([CH3:22])[C:18](OC)=[O:19])[N:11]=1)([CH3:3])[CH3:2].O.[NH2:24][NH2:25].